From a dataset of Full USPTO retrosynthesis dataset with 1.9M reactions from patents (1976-2016). Predict the reactants needed to synthesize the given product. (1) Given the product [CH2:34]([O:36][C:37](=[O:45])[C:23]1[CH:19]=[CH:18][N:17]=[C:16]([NH:15][C:13](=[O:14])[CH2:12][CH2:11][CH:9]2[C:10]3[C:6](=[CH:5][CH:4]=[CH:3][C:2]=3[F:1])[C:7](=[O:33])[N:8]2[CH2:25][C:26]2[CH:27]=[CH:28][C:29]([F:32])=[CH:30][CH:31]=2)[CH:24]=1)[CH3:35], predict the reactants needed to synthesize it. The reactants are: [F:1][C:2]1[CH:3]=[CH:4][CH:5]=[C:6]2[C:10]=1[CH:9]([CH2:11][CH2:12][C:13]([NH:15][C:16]1[CH:24]=[CH:23][C:19](C(O)=O)=[CH:18][N:17]=1)=[O:14])[N:8]([CH2:25][C:26]1[CH:31]=[CH:30][C:29]([F:32])=[CH:28][CH:27]=1)[C:7]2=[O:33].[CH2:34]([O:36][C:37](=[O:45])C1C=CN=C(N)C=1)[CH3:35]. (2) Given the product [Br:1][C:2]1[CH:3]=[C:4]([O:15][CH3:16])[C:5]([Cl:14])=[C:6]([C:7]([C:20]2[CH:21]=[CH:22][C:23]([CH2:28][CH3:29])=[CH:24][CH:25]=2)=[O:8])[CH:13]=1, predict the reactants needed to synthesize it. The reactants are: [Br:1][C:2]1[CH:3]=[C:4]([O:15][CH3:16])[C:5]([Cl:14])=[C:6]([CH:13]=1)[C:7](N(OC)C)=[O:8].C(O[C:20]1[CH:25]=[CH:24][C:23]([Mg]Br)=[CH:22][CH:21]=1)C.[CH2:28]1COC[CH2:29]1.